Dataset: Reaction yield outcomes from USPTO patents with 853,638 reactions. Task: Predict the reaction yield, written as a fraction of the theoretical maximum amount of product (1.0 means a 100% yield; for example, 0.34 means a 34% yield). (1) The reactants are [Cl:1][C:2]1[CH:6]=[C:5]([C:7](O)=[O:8])[N:4]([CH3:10])[N:3]=1.O1CCCC1.C(Cl)(=O)C(Cl)=O.[NH2:22][C:23]1[CH:24]=[C:25]([CH:42]=[CH:43][C:44]=1[CH3:45])[O:26][C:27]1[CH:28]=[CH:29][C:30]2[N:31]([CH:33]=[C:34]([NH:36][C:37]([CH:39]3[CH2:41][CH2:40]3)=[O:38])[N:35]=2)[N:32]=1. The catalyst is CN(C)C=O.CN(C)C(=O)C. The product is [Cl:1][C:2]1[CH:6]=[C:5]([C:7]([NH:22][C:23]2[CH:24]=[C:25]([O:26][C:27]3[CH:28]=[CH:29][C:30]4[N:31]([CH:33]=[C:34]([NH:36][C:37]([CH:39]5[CH2:40][CH2:41]5)=[O:38])[N:35]=4)[N:32]=3)[CH:42]=[CH:43][C:44]=2[CH3:45])=[O:8])[N:4]([CH3:10])[N:3]=1. The yield is 0.740. (2) The reactants are C([O:4][CH2:5][C:6]([N:8]1[CH2:13][CH2:12][CH2:11][CH:10]([O:14][C:15]2[CH:16]=[C:17]3[C:22](=[CH:23][C:24]=2[O:25][CH3:26])[N:21]=[CH:20][N:19]=[C:18]3[NH:27][C:28]2[CH:33]=[CH:32][CH:31]=[C:30]([Cl:34])[C:29]=2[F:35])[CH2:9]1)=[O:7])(=O)C.C(=O)([O-])[O-].[K+].[K+]. The catalyst is CO. The product is [Cl:34][C:30]1[C:29]([F:35])=[C:28]([CH:33]=[CH:32][CH:31]=1)[NH:27][C:18]1[C:17]2[C:22](=[CH:23][C:24]([O:25][CH3:26])=[C:15]([O:14][CH:10]3[CH2:11][CH2:12][CH2:13][N:8]([C:6](=[O:7])[CH2:5][OH:4])[CH2:9]3)[CH:16]=2)[N:21]=[CH:20][N:19]=1. The yield is 0.670. (3) The reactants are Cl.[N+:2]([C:5]1[CH:10]=[CH:9][C:8]([CH2:11][CH2:12][NH2:13])=[CH:7][CH:6]=1)([O-:4])=[O:3].C(=O)([O-])[O-].[Na+].[Na+].[N+:20]([C:23]1[CH:30]=[CH:29][C:26]([CH2:27]Br)=[CH:25][CH:24]=1)([O-:22])=[O:21].CN(C)C=O.O. The catalyst is O.CN(C)C=O. The product is [N+:2]([C:5]1[CH:6]=[CH:7][C:8]([CH2:11][CH2:12][NH:13][CH2:27][C:26]2[CH:29]=[CH:30][C:23]([N+:20]([O-:22])=[O:21])=[CH:24][CH:25]=2)=[CH:9][CH:10]=1)([O-:4])=[O:3]. The yield is 0.990. (4) The reactants are [CH2:1]([C:3]1[N:4]=[C:5]([CH2:32][CH2:33][CH3:34])[N:6]([CH2:17][C:18]2[CH:23]=[CH:22][C:21]([C:24]3[C:25]([C:30]#[N:31])=[CH:26][CH:27]=[CH:28][CH:29]=3)=[CH:20][CH:19]=2)[C:7](=[O:16])[C:8]=1[C:9]1[CH:14]=[CH:13][C:12]([OH:15])=[CH:11][CH:10]=1)[CH3:2].I[CH2:36][C:37]([CH3:40])([CH3:39])[CH3:38].C(=O)([O-])[O-].[Cs+].[Cs+].CN(C)C=O. The catalyst is C(OCC)(=O)C. The product is [CH3:36][C:37]([CH3:40])([CH3:39])[CH2:38][O:15][C:12]1[CH:11]=[CH:10][C:9]([C:8]2[C:7](=[O:16])[N:6]([CH2:17][C:18]3[CH:23]=[CH:22][C:21]([C:24]4[C:25]([C:30]#[N:31])=[CH:26][CH:27]=[CH:28][CH:29]=4)=[CH:20][CH:19]=3)[C:5]([CH2:32][CH2:33][CH3:34])=[N:4][C:3]=2[CH2:1][CH3:2])=[CH:14][CH:13]=1. The yield is 0.620.